From a dataset of Catalyst prediction with 721,799 reactions and 888 catalyst types from USPTO. Predict which catalyst facilitates the given reaction. (1) Reactant: [CH2:1]([O:3][C:4](=[O:12])[C:5]1[CH:10]=[CH:9][C:8]([NH2:11])=[CH:7][CH:6]=1)[CH3:2].[N:13]1[CH:18]=[CH:17][CH:16]=[C:15]([CH:19]=O)[CH:14]=1. Product: [CH2:1]([O:3][C:4](=[O:12])[C:5]1[CH:10]=[CH:9][C:8]([N:11]=[CH:19][C:15]2[CH:14]=[N:13][CH:18]=[CH:17][CH:16]=2)=[CH:7][CH:6]=1)[CH3:2]. The catalyst class is: 626. (2) Reactant: [CH:1]1([C:4]2[N:8]=[C:7]([C:9]3[C:13]4[CH2:14][O:15][CH2:16][CH2:17][C:12]=4[S:11][C:10]=3[NH:18][C:19]([C:21]3[CH2:25][CH2:24][CH2:23][C:22]=3[C:26]([OH:28])=[O:27])=[O:20])[O:6][N:5]=2)[CH2:3][CH2:2]1.[C:29]12C(=O)OC(=O)C=1CCCC2. Product: [CH:1]1([C:4]2[N:8]=[C:7]([C:9]3[C:13]4[CH2:14][O:15][CH2:16][CH2:17][C:12]=4[S:11][C:10]=3[NH:18][C:19]([C:21]3[CH2:25][CH2:24][CH2:23][CH2:29][C:22]=3[C:26]([OH:28])=[O:27])=[O:20])[O:6][N:5]=2)[CH2:2][CH2:3]1. The catalyst class is: 61.